From a dataset of Catalyst prediction with 721,799 reactions and 888 catalyst types from USPTO. Predict which catalyst facilitates the given reaction. (1) Reactant: [CH2:1]([O:3][C:4](=[O:18])[CH2:5][O:6][C:7]1[CH:12]=[CH:11][C:10]([S:13](Cl)(=O)=O)=[CH:9][C:8]=1[CH3:17])[CH3:2].[Sn].Cl.O1CCOCC1. Product: [CH2:1]([O:3][C:4](=[O:18])[CH2:5][O:6][C:7]1[CH:12]=[CH:11][C:10]([SH:13])=[CH:9][C:8]=1[CH3:17])[CH3:2]. The catalyst class is: 14. (2) Reactant: C[O:2][C:3]([C:5]1[C:6]([CH3:25])=[C:7]([C:15]2[CH:20]=[CH:19][CH:18]=[C:17]([C:21]([F:24])([F:23])[F:22])[CH:16]=2)[C:8]2[N:9]([N:11]=[C:12]([NH2:14])[N:13]=2)[CH:10]=1)=[O:4].[OH-].[Li+]. Product: [NH2:14][C:12]1[N:13]=[C:8]2[C:7]([C:15]3[CH:20]=[CH:19][CH:18]=[C:17]([C:21]([F:22])([F:23])[F:24])[CH:16]=3)=[C:6]([CH3:25])[C:5]([C:3]([OH:4])=[O:2])=[CH:10][N:9]2[N:11]=1. The catalyst class is: 20. (3) Reactant: [Cl:1][C:2]1[CH:7]=[C:6]([C:8](O)([CH3:10])[CH3:9])[CH:5]=[CH:4][N:3]=1.C(N(S(F)(F)[F:18])CC)C.C([O-])(O)=O.[Na+]. Product: [Cl:1][C:2]1[CH:7]=[C:6]([C:8]([F:18])([CH3:10])[CH3:9])[CH:5]=[CH:4][N:3]=1. The catalyst class is: 34. (4) Reactant: [Cl:1][C:2]1[N:7]=[C:6]([NH:8][C@H:9]2[CH2:14][CH2:13][CH2:12][C@@H:11]([NH2:15])[CH2:10]2)[C:5]([F:16])=[CH:4][N:3]=1.[C:17]([O:21][C:22]([N:24]=[C:25]([NH:31][C:32](=[O:38])[O:33][C:34]([CH3:37])([CH3:36])[CH3:35])N1C=CC=N1)=[O:23])([CH3:20])([CH3:19])[CH3:18]. Product: [C:34]([O:33][C:32]([NH:31][C:25](=[N:24][C:22](=[O:23])[O:21][C:17]([CH3:20])([CH3:19])[CH3:18])[NH:15][C@@H:11]1[CH2:12][CH2:13][CH2:14][C@H:9]([NH:8][C:6]2[C:5]([F:16])=[CH:4][N:3]=[C:2]([Cl:1])[N:7]=2)[CH2:10]1)=[O:38])([CH3:37])([CH3:36])[CH3:35]. The catalyst class is: 2.